Dataset: Peptide-MHC class I binding affinity with 185,985 pairs from IEDB/IMGT. Task: Regression. Given a peptide amino acid sequence and an MHC pseudo amino acid sequence, predict their binding affinity value. This is MHC class I binding data. (1) The peptide sequence is ERFAVNPGLLE. The MHC is HLA-A02:01 with pseudo-sequence HLA-A02:01. The binding affinity (normalized) is 0.0917. (2) The peptide sequence is TLYCVHQRI. The MHC is HLA-C06:02 with pseudo-sequence HLA-C06:02. The binding affinity (normalized) is 0.0185. (3) The peptide sequence is EYISDAFSL. The MHC is HLA-A23:01 with pseudo-sequence HLA-A23:01. The binding affinity (normalized) is 0. (4) The peptide sequence is SINSEYIESK. The MHC is HLA-A03:01 with pseudo-sequence HLA-A03:01. The binding affinity (normalized) is 0.173.